From a dataset of Catalyst prediction with 721,799 reactions and 888 catalyst types from USPTO. Predict which catalyst facilitates the given reaction. Reactant: [OH-].[K+].[CH3:3][C:4]1[CH:9]=[CH:8][C:7]([S:10]([NH2:13])(=[O:12])=[O:11])=[CH:6][CH:5]=1.Br[CH2:15][C:16]([CH2:21]Br)([CH2:19]Br)[CH2:17][OH:18]. Product: [C:4]1([CH3:3])[CH:5]=[CH:6][C:7]([S:10]([N:13]2[CH2:21][C:16]3([CH2:19][O:18][CH2:17]3)[CH2:15]2)(=[O:12])=[O:11])=[CH:8][CH:9]=1. The catalyst class is: 8.